This data is from Catalyst prediction with 721,799 reactions and 888 catalyst types from USPTO. The task is: Predict which catalyst facilitates the given reaction. Reactant: Cl.Cl.[NH2:3][CH:4]([C:16]1[CH:21]=[CH:20][CH:19]=[CH:18][CH:17]=1)[C:5]([O:7][C@@H:8]1[CH:13]2[CH2:14][CH2:15][N:10]([CH2:11][CH2:12]2)[CH2:9]1)=[O:6].C(N(CC)CC)C.[C:29](Cl)(=[O:32])[O:30][CH3:31]. Product: [CH3:31][O:30][C:29]([NH:3][CH:4]([C:16]1[CH:21]=[CH:20][CH:19]=[CH:18][CH:17]=1)[C:5]([O:7][C@@H:8]1[CH:13]2[CH2:12][CH2:11][N:10]([CH2:15][CH2:14]2)[CH2:9]1)=[O:6])=[O:32]. The catalyst class is: 2.